This data is from NCI-60 drug combinations with 297,098 pairs across 59 cell lines. The task is: Regression. Given two drug SMILES strings and cell line genomic features, predict the synergy score measuring deviation from expected non-interaction effect. (1) Drug 1: CC1C(C(CC(O1)OC2CC(CC3=C2C(=C4C(=C3O)C(=O)C5=C(C4=O)C(=CC=C5)OC)O)(C(=O)C)O)N)O.Cl. Drug 2: CN(C)N=NC1=C(NC=N1)C(=O)N. Cell line: NCI-H322M. Synergy scores: CSS=-1.77, Synergy_ZIP=2.83, Synergy_Bliss=2.44, Synergy_Loewe=-6.39, Synergy_HSA=-0.568. (2) Drug 1: CC1CCC2CC(C(=CC=CC=CC(CC(C(=O)C(C(C(=CC(C(=O)CC(OC(=O)C3CCCCN3C(=O)C(=O)C1(O2)O)C(C)CC4CCC(C(C4)OC)OP(=O)(C)C)C)C)O)OC)C)C)C)OC. Drug 2: CCC1(C2=C(COC1=O)C(=O)N3CC4=CC5=C(C=CC(=C5CN(C)C)O)N=C4C3=C2)O. Cell line: NCIH23. Synergy scores: CSS=50.9, Synergy_ZIP=-5.88, Synergy_Bliss=-8.95, Synergy_Loewe=-6.01, Synergy_HSA=-4.33. (3) Drug 1: C1=CC(=C2C(=C1NCCNCCO)C(=O)C3=C(C=CC(=C3C2=O)O)O)NCCNCCO. Drug 2: CCC1(CC2CC(C3=C(CCN(C2)C1)C4=CC=CC=C4N3)(C5=C(C=C6C(=C5)C78CCN9C7C(C=CC9)(C(C(C8N6C=O)(C(=O)OC)O)OC(=O)C)CC)OC)C(=O)OC)O.OS(=O)(=O)O. Cell line: LOX IMVI. Synergy scores: CSS=44.9, Synergy_ZIP=-0.514, Synergy_Bliss=-1.04, Synergy_Loewe=2.83, Synergy_HSA=4.74. (4) Drug 1: C1=CC(=CC=C1CC(C(=O)O)N)N(CCCl)CCCl.Cl. Drug 2: C1CC(C1)(C(=O)O)C(=O)O.[NH2-].[NH2-].[Pt+2]. Cell line: LOX IMVI. Synergy scores: CSS=28.8, Synergy_ZIP=-13.8, Synergy_Bliss=-9.02, Synergy_Loewe=-8.12, Synergy_HSA=-5.41. (5) Drug 2: CC(C)(C#N)C1=CC(=CC(=C1)CN2C=NC=N2)C(C)(C)C#N. Drug 1: CC12CCC3C(C1CCC2=O)CC(=C)C4=CC(=O)C=CC34C. Synergy scores: CSS=30.7, Synergy_ZIP=0.515, Synergy_Bliss=-1.94, Synergy_Loewe=-2.12, Synergy_HSA=-1.85. Cell line: HS 578T. (6) Cell line: SK-MEL-5. Drug 1: C1CC(=O)NC(=O)C1N2CC3=C(C2=O)C=CC=C3N. Synergy scores: CSS=8.29, Synergy_ZIP=0.235, Synergy_Bliss=2.92, Synergy_Loewe=-3.97, Synergy_HSA=2.20. Drug 2: CC1=C(N=C(N=C1N)C(CC(=O)N)NCC(C(=O)N)N)C(=O)NC(C(C2=CN=CN2)OC3C(C(C(C(O3)CO)O)O)OC4C(C(C(C(O4)CO)O)OC(=O)N)O)C(=O)NC(C)C(C(C)C(=O)NC(C(C)O)C(=O)NCCC5=NC(=CS5)C6=NC(=CS6)C(=O)NCCC[S+](C)C)O. (7) Synergy scores: CSS=55.7, Synergy_ZIP=2.30, Synergy_Bliss=2.17, Synergy_Loewe=-11.5, Synergy_HSA=4.16. Cell line: NCI-H460. Drug 2: C1=CN(C(=O)N=C1N)C2C(C(C(O2)CO)O)O.Cl. Drug 1: C1C(C(OC1N2C=C(C(=O)NC2=O)F)CO)O.